Predict the reactants needed to synthesize the given product. From a dataset of Full USPTO retrosynthesis dataset with 1.9M reactions from patents (1976-2016). (1) Given the product [C:18]([O:17][C:15]([N:10]1[CH2:9][CH2:8][C:7]2[C:12](=[CH:13][CH:14]=[C:5]([C:3]([O-:4])=[O:2])[CH:6]=2)[CH2:11]1)=[O:16])([CH3:21])([CH3:19])[CH3:20].[K+:23], predict the reactants needed to synthesize it. The reactants are: C[O:2][C:3]([C:5]1[CH:6]=[C:7]2[C:12](=[CH:13][CH:14]=1)[CH2:11][N:10]([C:15]([O:17][C:18]([CH3:21])([CH3:20])[CH3:19])=[O:16])[CH2:9][CH2:8]2)=[O:4].[OH-].[K+:23]. (2) Given the product [F:1][C:2]1[CH:3]=[CH:4][C:5]([NH:8][NH:9][C:21]([N:20]([CH:24]([CH3:26])[CH3:25])[CH:17]([CH3:19])[CH3:18])=[O:22])=[N:6][CH:7]=1, predict the reactants needed to synthesize it. The reactants are: [F:1][C:2]1[CH:3]=[CH:4][C:5]([NH:8][NH2:9])=[N:6][CH:7]=1.C(N(CC)CC)C.[CH:17]([N:20]([CH:24]([CH3:26])[CH3:25])[C:21](Cl)=[O:22])([CH3:19])[CH3:18].O. (3) Given the product [CH:33]1([C@H:3]([NH:2][C:62]([C:59]2[C:55]3[N:56]=[CH:57][N:58]=[C:53]([C:45]4[C:46]5[O:50][CH2:49][O:48][C:47]=5[CH:51]=[CH:52][C:44]=4[O:43][CH2:42][CH:39]4[CH2:41][CH2:40]4)[C:54]=3[NH:61][CH:60]=2)=[O:63])[C:4]([N:6]2[CH2:11][CH2:10][CH:9]([N:12]3[N:21]=[C:20]([C:22]4[CH:27]=[CH:26][C:25]([O:28][CH3:29])=[C:24]([O:30][CH3:31])[CH:23]=4)[C@@H:19]4[C@@H:14]([CH2:15][CH2:16][CH2:17][CH2:18]4)[C:13]3=[O:32])[CH2:8][CH2:7]2)=[O:5])[CH2:38][CH2:37][CH2:36][CH2:35][CH2:34]1, predict the reactants needed to synthesize it. The reactants are: Cl.[NH2:2][C@@H:3]([CH:33]1[CH2:38][CH2:37][CH2:36][CH2:35][CH2:34]1)[C:4]([N:6]1[CH2:11][CH2:10][CH:9]([N:12]2[N:21]=[C:20]([C:22]3[CH:27]=[CH:26][C:25]([O:28][CH3:29])=[C:24]([O:30][CH3:31])[CH:23]=3)[C@@H:19]3[C@@H:14]([CH2:15][CH2:16][CH2:17][CH2:18]3)[C:13]2=[O:32])[CH2:8][CH2:7]1)=[O:5].[CH:39]1([CH2:42][O:43][C:44]2[CH:52]=[CH:51][C:47]3[O:48][CH2:49][O:50][C:46]=3[C:45]=2[C:53]2[C:54]3[NH:61][CH:60]=[C:59]([C:62](N4C=CN=C4)=[O:63])[C:55]=3[N:56]=[CH:57][N:58]=2)[CH2:41][CH2:40]1.CCN(C(C)C)C(C)C. (4) Given the product [CH2:21]([C:23]1[C:32]2[C:27](=[CH:28][C:29]([O:36][CH3:37])=[C:30](/[C:33](/[CH3:34])=[C:11](/[F:12])\[C:9]([O:8][CH2:7][CH3:6])=[O:10])[CH:31]=2)[O:26][C:25]([CH3:39])([CH3:38])[CH:24]=1)[CH3:22], predict the reactants needed to synthesize it. The reactants are: C([Li])CCC.[CH3:6][CH2:7][O:8][C:9]([CH:11](P(OCC)(OCC)=O)[F:12])=[O:10].[CH2:21]([C:23]1[C:32]2[C:27](=[CH:28][C:29]([O:36][CH3:37])=[C:30]([C:33](=O)[CH3:34])[CH:31]=2)[O:26][C:25]([CH3:39])([CH3:38])[CH:24]=1)[CH3:22]. (5) Given the product [Cl:1][C:2]1[CH:3]=[CH:4][C:5]([C:8]#[C:9][C:10]2[CH:30]=[CH:29][C:13]([CH2:14][N:15]([C:16]3[CH:28]=[CH:27][C:19]4[O:20][C:21]([CH3:26])([CH3:25])[O:22][C:23](=[O:24])[C:18]=4[CH:17]=3)[C:37](=[O:38])[C:36]3[CH:40]=[CH:41][C:33]([O:32][CH3:31])=[CH:34][CH:35]=3)=[CH:12][CH:11]=2)=[CH:6][CH:7]=1, predict the reactants needed to synthesize it. The reactants are: [Cl:1][C:2]1[CH:7]=[CH:6][C:5]([C:8]#[C:9][C:10]2[CH:30]=[CH:29][C:13]([CH2:14][NH:15][C:16]3[CH:28]=[CH:27][C:19]4[O:20][C:21]([CH3:26])([CH3:25])[O:22][C:23](=[O:24])[C:18]=4[CH:17]=3)=[CH:12][CH:11]=2)=[CH:4][CH:3]=1.[CH3:31][O:32][C:33]1[CH:41]=[CH:40][C:36]([C:37](Cl)=[O:38])=[CH:35][CH:34]=1. (6) Given the product [C:1]([C:3]1[CH:8]=[CH:7][C:6]([NH:9][C:10]([CH:12]2[NH:16][CH:15]([CH2:17][C:18]([CH3:21])([CH3:20])[CH3:19])[C:14]3([C:29]4[C:24](=[CH:25][C:26]([Cl:30])=[CH:27][CH:28]=4)[NH:23][C:22]3=[O:31])[CH:13]2[C:32]2[CH:37]=[CH:36][CH:35]=[C:34]([Br:38])[C:33]=2[F:39])=[O:11])=[C:5]([O:40][CH3:41])[CH:4]=1)(=[O:42])[NH2:2], predict the reactants needed to synthesize it. The reactants are: [C:1]([C:3]1[CH:8]=[CH:7][C:6]([NH:9][C:10]([CH:12]2[NH:16][CH:15]([CH2:17][C:18]([CH3:21])([CH3:20])[CH3:19])[C:14]3([C:29]4[C:24](=[CH:25][C:26]([Cl:30])=[CH:27][CH:28]=4)[NH:23][C:22]3=[O:31])[CH:13]2[C:32]2[CH:37]=[CH:36][CH:35]=[C:34]([Br:38])[C:33]=2[F:39])=[O:11])=[C:5]([O:40][CH3:41])[CH:4]=1)#[N:2].[OH:42]O.[OH-].[Na+]. (7) Given the product [NH2:20][C:16]1[CH:15]=[C:14]([NH:21][C:6](=[O:11])[C:5]2[CH:12]=[CH:13][C:2]([Cl:1])=[CH:3][C:4]=2[OH:9])[CH:19]=[CH:18][CH:17]=1, predict the reactants needed to synthesize it. The reactants are: [Cl:1][C:2]1[CH:13]=[CH:12][C:5]2[C:6](=[O:11])OC(=O)[O:9][C:4]=2[CH:3]=1.[C:14]1([NH2:21])[CH:19]=[CH:18][CH:17]=[C:16]([NH2:20])[CH:15]=1. (8) The reactants are: [F:1][C:2]1[CH:10]=[C:9]2[C:5]([CH:6]=[N:7][N:8]2[C:11]([C:17]2[CH:22]=[CH:21][C:20]([C:23]([F:26])([F:25])[F:24])=[CH:19][CH:18]=2)([CH2:15][CH3:16])[CH:12]([OH:14])[CH3:13])=[C:4]([N:27](S(C)(=O)=O)[S:28]([CH3:31])(=[O:30])=[O:29])[CH:3]=1.[OH-].[Na+]. Given the product [F:1][C:2]1[CH:10]=[C:9]2[C:5]([CH:6]=[N:7][N:8]2[C:11]([C:17]2[CH:18]=[CH:19][C:20]([C:23]([F:25])([F:24])[F:26])=[CH:21][CH:22]=2)([CH2:15][CH3:16])[CH:12]([OH:14])[CH3:13])=[C:4]([NH:27][S:28]([CH3:31])(=[O:29])=[O:30])[CH:3]=1, predict the reactants needed to synthesize it.